This data is from Reaction yield outcomes from USPTO patents with 853,638 reactions. The task is: Predict the reaction yield, written as a fraction of the theoretical maximum amount of product (1.0 means a 100% yield; for example, 0.34 means a 34% yield). (1) The reactants are [Si:1]([O:8][C@@H:9]1[C@H:13]([CH2:14][O:15][Si:16]([C:19]([CH3:22])([CH3:21])[CH3:20])([CH3:18])[CH3:17])[CH2:12][C@@H:11]([NH2:23])[CH2:10]1)([C:4]([CH3:7])([CH3:6])[CH3:5])([CH3:3])[CH3:2].[Cl:24][C:25]1[N:30]=[C:29](Cl)[N:28]=[C:27]([NH:32][C@@H:33]2[C:41]3[C:36](=[CH:37][CH:38]=[CH:39][CH:40]=3)[C:35]([CH3:43])([CH3:42])[CH2:34]2)[N:26]=1. The catalyst is C1COCC1. The product is [Si:1]([O:8][C@@H:9]1[C@H:13]([CH2:14][O:15][Si:16]([C:19]([CH3:22])([CH3:21])[CH3:20])([CH3:17])[CH3:18])[CH2:12][C@@H:11]([NH:23][C:29]2[N:28]=[C:27]([NH:32][C@@H:33]3[C:41]4[C:36](=[CH:37][CH:38]=[CH:39][CH:40]=4)[C:35]([CH3:42])([CH3:43])[CH2:34]3)[N:26]=[C:25]([Cl:24])[N:30]=2)[CH2:10]1)([C:4]([CH3:7])([CH3:6])[CH3:5])([CH3:3])[CH3:2]. The yield is 0.710. (2) The product is [Cl:15][C:8]1[CH:7]=[N:6][C:5]2[C:10](=[CH:11][C:2]([F:1])=[CH:3][CH:4]=2)[N:9]=1. The reactants are [F:1][C:2]1[CH:11]=[C:10]2[C:5]([N:6]=[CH:7][C:8](O)=[N:9]2)=[CH:4][CH:3]=1.P(Cl)(Cl)([Cl:15])=O. The yield is 0.840. The catalyst is C(OCC)(=O)C.